Dataset: Catalyst prediction with 721,799 reactions and 888 catalyst types from USPTO. Task: Predict which catalyst facilitates the given reaction. (1) Reactant: [F:1][C:2]1[CH:7]=[CH:6][CH:5]=[CH:4][C:3]=1[NH:8][C:9]1[O:10][CH2:11][C:12](=[O:19])[C:13]=1[C:14]([O:16][CH2:17][CH3:18])=[O:15].[NH:20]1[C:28]2[C:23](=[CH:24][CH:25]=[CH:26][N:27]=2)[C:22]([CH:29]=O)=[CH:21]1.N1CCCCC1. Product: [NH:20]1[C:28]2=[N:27][CH:26]=[CH:25][CH:24]=[C:23]2[C:22]([CH:29]=[C:11]2[O:10][C:9]([NH:8][C:3]3[CH:4]=[CH:5][CH:6]=[CH:7][C:2]=3[F:1])=[C:13]([C:14]([O:16][CH2:17][CH3:18])=[O:15])[C:12]2=[O:19])=[CH:21]1. The catalyst class is: 8. (2) Reactant: Cl.[NH2:2][C@H:3]([C:21]([N:23]1[CH2:62][CH2:61][CH2:60][C@H:24]1[C:25]([NH:27][C@H:28]([C:30]([NH:32][C@H:33]([C:50]([O:52][CH2:53][C:54]1[CH:59]=[CH:58][CH:57]=[CH:56][CH:55]=1)=[O:51])[CH2:34][CH2:35][CH2:36][CH2:37][NH:38][C:39]([O:41][CH2:42][C:43]1[CH:49]=[CH:48][CH:47]=[CH:46][C:44]=1[Cl:45])=[O:40])=[O:31])[CH3:29])=[O:26])=[O:22])[CH2:4][CH2:5][CH2:6][NH:7][C:8](=[NH:20])[NH:9][S:10]([C:13]1[CH:19]=[CH:18][C:16]([CH3:17])=[CH:15][CH:14]=1)(=[O:12])=[O:11].[NH:63]([C:81]([O:83][C:84]([CH3:87])([CH3:86])[CH3:85])=[O:82])[C@H:64]([C:69](OC1C=CC([N+]([O-])=O)=CC=1)=[O:70])[CH2:65][C:66](=[O:68])[NH2:67].C(Cl)(Cl)Cl.CO. Product: [NH:63]([C:81]([O:83][C:84]([CH3:87])([CH3:86])[CH3:85])=[O:82])[C@H:64]([C:69]([NH:2][C@H:3]([C:21]([N:23]1[CH2:62][CH2:61][CH2:60][C@H:24]1[C:25]([NH:27][C@H:28]([C:30]([NH:32][C@H:33]([C:50]([O:52][CH2:53][C:54]1[CH:59]=[CH:58][CH:57]=[CH:56][CH:55]=1)=[O:51])[CH2:34][CH2:35][CH2:36][CH2:37][NH:38][C:39]([O:41][CH2:42][C:43]1[CH:49]=[CH:48][CH:47]=[CH:46][C:44]=1[Cl:45])=[O:40])=[O:31])[CH3:29])=[O:26])=[O:22])[CH2:4][CH2:5][CH2:6][NH:7][C:8](=[NH:20])[NH:9][S:10]([C:13]1[CH:14]=[CH:15][C:16]([CH3:17])=[CH:18][CH:19]=1)(=[O:11])=[O:12])=[O:70])[CH2:65][C:66](=[O:68])[NH2:67]. The catalyst class is: 7. (3) Reactant: [Cl:1][C:2]1[CH:7]=[CH:6][C:5]([CH2:8][CH2:9][C:10]([N:12]2[C@H:16]([CH3:17])[C@H:15]([C:18]3[CH:23]=[CH:22][CH:21]=[CH:20][CH:19]=3)[O:14][C:13]2=[O:24])=[O:11])=[CH:4][CH:3]=1.C[Si]([N-][Si](C)(C)C)(C)C.[Na+].Br[CH2:36][CH:37]=[C:38]([CH3:40])[CH3:39]. Product: [Cl:1][C:2]1[CH:3]=[CH:4][C:5]([CH2:8][C@H:9]([CH2:36][CH:37]=[C:38]([CH3:40])[CH3:39])[C:10]([N:12]2[C@H:16]([CH3:17])[C@H:15]([C:18]3[CH:19]=[CH:20][CH:21]=[CH:22][CH:23]=3)[O:14][C:13]2=[O:24])=[O:11])=[CH:6][CH:7]=1. The catalyst class is: 1.